From a dataset of Catalyst prediction with 721,799 reactions and 888 catalyst types from USPTO. Predict which catalyst facilitates the given reaction. Reactant: [C:1]([C:5]1[N:10]=[C:9]([N:11]2[CH2:16][CH2:15][N:14]([CH2:17][CH2:18][CH2:19][CH2:20][NH2:21])[CH2:13][CH2:12]2)[CH:8]=[C:7]([C:22]([F:25])([F:24])[F:23])[N:6]=1)([CH3:4])([CH3:3])[CH3:2].C1N=CN([C:31]([N:33]2[CH:37]=N[CH:35]=[CH:34]2)=[O:32])C=1.[CH2:38]([CH:45]1CCNC[CH2:46]1)[C:39]1[CH:44]=[CH:43][CH:42]=[CH:41][CH:40]=1. Product: [CH2:38]([CH:45]1[CH2:35][CH2:34][N:33]([C:31]([NH:21][CH2:20][CH2:19][CH2:18][CH2:17][N:14]2[CH2:15][CH2:16][N:11]([C:9]3[CH:8]=[C:7]([C:22]([F:24])([F:25])[F:23])[N:6]=[C:5]([C:1]([CH3:4])([CH3:2])[CH3:3])[N:10]=3)[CH2:12][CH2:13]2)=[O:32])[CH2:37][CH2:46]1)[C:39]1[CH:44]=[CH:43][CH:42]=[CH:41][CH:40]=1. The catalyst class is: 147.